Dataset: Ames mutagenicity test results for genotoxicity prediction. Task: Regression/Classification. Given a drug SMILES string, predict its toxicity properties. Task type varies by dataset: regression for continuous values (e.g., LD50, hERG inhibition percentage) or binary classification for toxic/non-toxic outcomes (e.g., AMES mutagenicity, cardiotoxicity, hepatotoxicity). Dataset: ames. (1) The compound is COc1ccc(Cc2cnc(N)nc2N)cc1OC. The result is 1 (mutagenic). (2) The drug is C/C=C(\C=C(C)\C=C(C)\C=C\C=C(/C)C(=O)[C@@]12O[C@@H]1[C@](O)(CCO)NC2=O)C(=O)OC. The result is 1 (mutagenic). (3) The drug is COC1=CC(=O)C=C/C1=N\c1c2ccccc2nc2ccccc12. The result is 0 (non-mutagenic). (4) The compound is Cc1cnc2ccc3c(nc(NS(=O)(=O)O)n3C)c2n1. The result is 0 (non-mutagenic). (5) The molecule is CN(Cc1ccc(C(=O)O)cc1)N=O. The result is 0 (non-mutagenic). (6) The drug is Oc1cc2c(cc1O)C1c3ccc(O)c(O)c3OCC1(O)C2. The result is 0 (non-mutagenic). (7) The drug is C=CC(=O)CC. The result is 1 (mutagenic). (8) The compound is Cc1ccc2nsc(NC(=O)C(Cl)Cl)c2c1. The result is 1 (mutagenic). (9) The drug is OC1C=Cc2cccnc2C1O. The result is 0 (non-mutagenic). (10) The molecule is O=C1C=CC(=O)O1. The result is 0 (non-mutagenic).